Dataset: Forward reaction prediction with 1.9M reactions from USPTO patents (1976-2016). Task: Predict the product of the given reaction. (1) The product is: [Br:19][C@@H:6]1[C@H:5]2[O:1][CH2:2][CH2:3][C@@:4]2([CH2:17][OH:18])[CH2:8][C@@H:7]1[NH:9][C:10](=[O:16])[O:11][C:12]([CH3:15])([CH3:13])[CH3:14]. Given the reactants [OH:1][CH2:2][CH2:3][C@@:4]1([CH2:17][OH:18])[CH2:8][C@H:7]([NH:9][C:10](=[O:16])[O:11][C:12]([CH3:15])([CH3:14])[CH3:13])[CH:6]=[CH:5]1.[Br:19]N1C(=O)CCC1=O.O, predict the reaction product. (2) Given the reactants [CH:1]1([N:5]2[CH2:10][CH2:9][CH:8]([CH2:11][CH:12]3[CH2:17][CH2:16][NH:15][CH2:14][CH2:13]3)[CH2:7][CH2:6]2)[CH2:4][CH2:3][CH2:2]1.[CH3:18][C:19]([C:21]1[CH:26]=[CH:25][C:24](F)=[CH:23][CH:22]=1)=[O:20].C(=O)([O-])[O-].[K+].[K+], predict the reaction product. The product is: [CH:1]1([N:5]2[CH2:6][CH2:7][CH:8]([CH2:11][CH:12]3[CH2:17][CH2:16][N:15]([C:24]4[CH:25]=[CH:26][C:21]([C:19](=[O:20])[CH3:18])=[CH:22][CH:23]=4)[CH2:14][CH2:13]3)[CH2:9][CH2:10]2)[CH2:4][CH2:3][CH2:2]1.